Dataset: Retrosynthesis with 50K atom-mapped reactions and 10 reaction types from USPTO. Task: Predict the reactants needed to synthesize the given product. (1) Given the product CC1(C)OCC(=O)N[C@](C)(c2cc(Nc3ccc(Cl)nc3)ccc2F)C1(F)F, predict the reactants needed to synthesize it. The reactants are: CC1(C)OCC(=O)N[C@](C)(c2cc(Br)ccc2F)C1(F)F.Nc1ccc(Cl)nc1. (2) Given the product CCc1cnc(N2CCC(COC3CNC3)CC2)nc1, predict the reactants needed to synthesize it. The reactants are: CCc1cnc(N2CCC(COC3CN(C(=O)OC(C)(C)C)C3)CC2)nc1. (3) The reactants are: CC(C)N=C=O.CCOCc1nc2c(N)nc3cc(OCCCCCCN)ccc3c2n1CC(C)(C)NC(=O)NC(C)C. Given the product CCOCc1nc2c(N)nc3cc(OCCCCCCNC(=O)NC(C)C)ccc3c2n1CC(C)(C)NC(=O)NC(C)C, predict the reactants needed to synthesize it. (4) Given the product CCCCCNCc1ccccc1, predict the reactants needed to synthesize it. The reactants are: CCCCCI.NCc1ccccc1. (5) Given the product CCOC(=O)/C=C/c1cccc(Br)c1OCCNC(=O)OC(C)(C)C, predict the reactants needed to synthesize it. The reactants are: CC(C)(C)OC(=O)NCCO.CCOC(=O)/C=C/c1cccc(Br)c1O. (6) Given the product CNc1nc(Cl)nc2c1ncn2Cc1ccccc1Cl, predict the reactants needed to synthesize it. The reactants are: CNc1nc(Cl)nc2[nH]cnc12.ClCc1ccccc1Cl.